Task: Regression. Given two drug SMILES strings and cell line genomic features, predict the synergy score measuring deviation from expected non-interaction effect.. Dataset: Merck oncology drug combination screen with 23,052 pairs across 39 cell lines (1) Drug 1: Cc1nc(Nc2ncc(C(=O)Nc3c(C)cccc3Cl)s2)cc(N2CCN(CCO)CC2)n1. Cell line: MSTO. Synergy scores: synergy=113. Drug 2: COC1CC2CCC(C)C(O)(O2)C(=O)C(=O)N2CCCCC2C(=O)OC(C(C)CC2CCC(OP(C)(C)=O)C(OC)C2)CC(=O)C(C)C=C(C)C(O)C(OC)C(=O)C(C)CC(C)C=CC=CC=C1C. (2) Drug 1: N.N.O=C(O)C1(C(=O)O)CCC1.[Pt]. Drug 2: O=C(O)C1(Cc2cccc(Nc3nccs3)n2)CCC(Oc2cccc(Cl)c2F)CC1. Cell line: KPL1. Synergy scores: synergy=8.94. (3) Drug 1: N#Cc1ccc(Cn2cncc2CN2CCN(c3cccc(Cl)c3)C(=O)C2)cc1. Drug 2: CNC(=O)c1cc(Oc2ccc(NC(=O)Nc3ccc(Cl)c(C(F)(F)F)c3)cc2)ccn1. Cell line: OCUBM. Synergy scores: synergy=11.1. (4) Drug 1: CCC1=CC2CN(C1)Cc1c([nH]c3ccccc13)C(C(=O)OC)(c1cc3c(cc1OC)N(C)C1C(O)(C(=O)OC)C(OC(C)=O)C4(CC)C=CCN5CCC31C54)C2. Drug 2: CC(C)CC(NC(=O)C(Cc1ccccc1)NC(=O)c1cnccn1)B(O)O. Cell line: LOVO. Synergy scores: synergy=-2.57. (5) Drug 1: COc1cc(C2c3cc4c(cc3C(OC3OC5COC(C)OC5C(O)C3O)C3COC(=O)C23)OCO4)cc(OC)c1O. Drug 2: O=C(NOCC(O)CO)c1ccc(F)c(F)c1Nc1ccc(I)cc1F. Cell line: LOVO. Synergy scores: synergy=30.2. (6) Drug 1: CCC1=CC2CN(C1)Cc1c([nH]c3ccccc13)C(C(=O)OC)(c1cc3c(cc1OC)N(C)C1C(O)(C(=O)OC)C(OC(C)=O)C4(CC)C=CCN5CCC31C54)C2. Drug 2: Cn1c(=O)n(-c2ccc(C(C)(C)C#N)cc2)c2c3cc(-c4cnc5ccccc5c4)ccc3ncc21. Cell line: ZR751. Synergy scores: synergy=34.2. (7) Drug 1: COC12C(COC(N)=O)C3=C(C(=O)C(C)=C(N)C3=O)N1CC1NC12. Drug 2: NC1(c2ccc(-c3nc4ccn5c(=O)[nH]nc5c4cc3-c3ccccc3)cc2)CCC1. Cell line: SKOV3. Synergy scores: synergy=11.0. (8) Drug 1: O=C(CCCCCCC(=O)Nc1ccccc1)NO. Drug 2: Nc1ccn(C2OC(CO)C(O)C2(F)F)c(=O)n1. Cell line: CAOV3. Synergy scores: synergy=-10.2. (9) Drug 1: N.N.O=C(O)C1(C(=O)O)CCC1.[Pt]. Drug 2: COC1CC2CCC(C)C(O)(O2)C(=O)C(=O)N2CCCCC2C(=O)OC(C(C)CC2CCC(OP(C)(C)=O)C(OC)C2)CC(=O)C(C)C=C(C)C(O)C(OC)C(=O)C(C)CC(C)C=CC=CC=C1C. Cell line: SW620. Synergy scores: synergy=20.4. (10) Drug 1: O=C(NOCC(O)CO)c1ccc(F)c(F)c1Nc1ccc(I)cc1F. Drug 2: CCc1c2c(nc3ccc(O)cc13)-c1cc3c(c(=O)n1C2)COC(=O)C3(O)CC. Synergy scores: synergy=10.2. Cell line: EFM192B.